Task: Predict the reaction yield, written as a fraction of the theoretical maximum amount of product (1.0 means a 100% yield; for example, 0.34 means a 34% yield).. Dataset: Reaction yield outcomes from USPTO patents with 853,638 reactions (1) The reactants are [N:1]1[CH:6]=[CH:5][CH:4]=[N:3][C:2]=1[N:7]1[CH2:12][CH:11]=[C:10]([C:13]([OH:15])=O)[CH2:9][CH2:8]1.C(Cl)(C(Cl)=O)=O.N1C=CC=CC=1.[C:28]([C:32]1[CH:38]=[CH:37][C:35]([NH2:36])=[CH:34][CH:33]=1)([CH3:31])([CH3:30])[CH3:29]. The catalyst is C(Cl)Cl.C1(C)C=CC=CC=1.CN(C1C=CN=CC=1)C.O.CN(C=O)C. The product is [C:28]([C:32]1[CH:33]=[CH:34][C:35]([NH:36][C:13]([C:10]2[CH2:9][CH2:8][N:7]([C:2]3[N:1]=[CH:6][CH:5]=[CH:4][N:3]=3)[CH2:12][CH:11]=2)=[O:15])=[CH:37][CH:38]=1)([CH3:31])([CH3:29])[CH3:30]. The yield is 0.630. (2) The reactants are [Br:1][C:2]1[CH:7]=[CH:6][C:5]([NH:8][C:9]([C:11]2[N:12](COCC[Si](C)(C)C)[CH:13]=[C:14]([C:16]#[N:17])[N:15]=2)=[O:10])=[C:4]([C:26]2[CH2:31][CH2:30][C:29]([CH3:33])([CH3:32])[CH2:28][CH:27]=2)[CH:3]=1.CCO.C(O)(C(F)(F)F)=O. The catalyst is C(Cl)Cl. The product is [Br:1][C:2]1[CH:7]=[CH:6][C:5]([NH:8][C:9]([C:11]2[NH:12][CH:13]=[C:14]([C:16]#[N:17])[N:15]=2)=[O:10])=[C:4]([C:26]2[CH2:31][CH2:30][C:29]([CH3:33])([CH3:32])[CH2:28][CH:27]=2)[CH:3]=1. The yield is 0.950. (3) The reactants are [N:1]1[CH:6]=[CH:5][CH:4]=[CH:3][C:2]=1[N:7]1[C:15]2[CH2:14][CH2:13][NH:12][CH2:11][C:10]=2[N:9]=[CH:8]1.[Cl:16][C:17]1[C:25]([C:26]([F:29])([F:28])[F:27])=[CH:24][CH:23]=[CH:22][C:18]=1[C:19](O)=[O:20].CN(C(ON1N=NC2C=CC=NC1=2)=[N+](C)C)C.F[P-](F)(F)(F)(F)F.CCN(C(C)C)C(C)C. The catalyst is CN(C=O)C.CCOC(C)=O. The product is [Cl:16][C:17]1[C:25]([C:26]([F:28])([F:29])[F:27])=[CH:24][CH:23]=[CH:22][C:18]=1[C:19]([N:12]1[CH2:13][CH2:14][C:15]2[N:7]([C:2]3[CH:3]=[CH:4][CH:5]=[CH:6][N:1]=3)[CH:8]=[N:9][C:10]=2[CH2:11]1)=[O:20]. The yield is 0.220. (4) The reactants are [OH:1][CH:2]([C:6]1[CH:11]=[CH:10][C:9]([C:12]2[N:16]=[C:15]([C:17]3[O:21][N:20]=[C:19]([C:22]4[CH:27]=[CH:26][CH:25]=[CH:24][CH:23]=4)[C:18]=3[C:28]([F:31])([F:30])[F:29])[O:14][N:13]=2)=[CH:8][CH:7]=1)[C:3](O)=[O:4].[CH3:32][N:33]1CCO[CH2:35][CH2:34]1.CNCC.CN(C(ON1N=NC2C=CC=NC1=2)=[N+](C)C)C.F[P-](F)(F)(F)(F)F. The catalyst is CN(C=O)C. The product is [CH2:34]([N:33]([CH3:32])[C:3](=[O:4])[CH:2]([OH:1])[C:6]1[CH:7]=[CH:8][C:9]([C:12]2[N:16]=[C:15]([C:17]3[O:21][N:20]=[C:19]([C:22]4[CH:27]=[CH:26][CH:25]=[CH:24][CH:23]=4)[C:18]=3[C:28]([F:31])([F:29])[F:30])[O:14][N:13]=2)=[CH:10][CH:11]=1)[CH3:35]. The yield is 0.477. (5) The reactants are [Cl:1][C:2]1[CH:7]=[CH:6][N:5]=[C:4]2[CH:8]=[C:9]([C:11]([O-:13])=O)[S:10][C:3]=12.[Li+].S(Cl)(Cl)=O.[CH3:19][NH:20][CH2:21][CH2:22][OH:23].CCN(CC)CC. No catalyst specified. The product is [Cl:1][C:2]1[CH:7]=[CH:6][N:5]=[C:4]2[CH:8]=[C:9]([C:11]([N:20]([CH2:21][CH2:22][OH:23])[CH3:19])=[O:13])[S:10][C:3]=12. The yield is 0.490. (6) The reactants are [CH3:1][O:2][C:3]1[CH:4]=[C:5]([C:12]2[O:13][CH:14]([CH3:21])[CH:15]([C:17]([O:19][CH3:20])=[O:18])[N:16]=2)[CH:6]=[CH:7][C:8]=1[N+:9]([O-:11])=[O:10].BrN1C(=O)CCC1=O. The catalyst is C1C=CC=CC=1. The product is [CH3:1][O:2][C:3]1[CH:4]=[C:5]([C:12]2[O:13][C:14]([CH3:21])=[C:15]([C:17]([O:19][CH3:20])=[O:18])[N:16]=2)[CH:6]=[CH:7][C:8]=1[N+:9]([O-:11])=[O:10]. The yield is 0.510.